From a dataset of Full USPTO retrosynthesis dataset with 1.9M reactions from patents (1976-2016). Predict the reactants needed to synthesize the given product. Given the product [CH:29]1([CH2:28][C@@:2]([OH:1])([CH3:31])[C@@H:3]([NH:5][C:6]([C:8]2[C:16]3[C:11](=[N:12][CH:13]=[C:14]([CH:17]4[CH2:19][CH2:18]4)[N:15]=3)[N:10]([CH2:20][O:21][CH2:22][CH2:23][Si:24]([CH3:26])([CH3:25])[CH3:27])[CH:9]=2)=[O:7])[CH3:4])[CH2:34][CH2:30]1, predict the reactants needed to synthesize it. The reactants are: [OH:1][C@@:2]([CH3:31])([CH2:28][CH:29]=[CH2:30])[C@@H:3]([NH:5][C:6]([C:8]1[C:16]2[C:11](=[N:12][CH:13]=[C:14]([CH:17]3[CH2:19][CH2:18]3)[N:15]=2)[N:10]([CH2:20][O:21][CH2:22][CH2:23][Si:24]([CH3:27])([CH3:26])[CH3:25])[CH:9]=1)=[O:7])[CH3:4].[N+](=[CH2:34])=[N-].